This data is from Forward reaction prediction with 1.9M reactions from USPTO patents (1976-2016). The task is: Predict the product of the given reaction. (1) The product is: [CH3:31][O:32][C:33]1[CH:34]=[C:35]([C@@:41]23[CH2:49][CH2:48][C@@H:47]([NH:50][C:20]([NH:9][C:6]4[CH:7]=[N:8][C:3]([C:2]([F:1])([F:10])[F:11])=[CH:4][CH:5]=4)=[O:22])[CH2:46][C@@H:45]2[N:44]([CH3:51])[CH2:43][CH2:42]3)[CH:36]=[CH:37][C:38]=1[O:39][CH3:40]. Given the reactants [F:1][C:2]([F:11])([F:10])[C:3]1[N:8]=[CH:7][C:6]([NH2:9])=[CH:5][CH:4]=1.CCN(CC)CC.Cl[C:20](Cl)([O:22]C(=O)OC(Cl)(Cl)Cl)Cl.[CH3:31][O:32][C:33]1[CH:34]=[C:35]([C@@:41]23[CH2:49][CH2:48][C@@H:47]([NH2:50])[CH2:46][C@@H:45]2[N:44]([CH3:51])[CH2:43][CH2:42]3)[CH:36]=[CH:37][C:38]=1[O:39][CH3:40], predict the reaction product. (2) Given the reactants C[O:2][C:3]([C:5]1[CH:10]=[C:9]([C:11]([OH:13])=[O:12])[N:8]=[C:7](Cl)[N:6]=1)=[O:4].[OH-:15].[Na+].Cl, predict the reaction product. The product is: [OH:15][C:7]1[N:6]=[C:5]([C:3]([OH:2])=[O:4])[CH:10]=[C:9]([C:11]([OH:13])=[O:12])[N:8]=1. (3) Given the reactants [O:1]1[C:5]2([CH2:10][CH2:9][CH:8](OS(C3C=CC(C)=CC=3)(=O)=O)[CH2:7][CH2:6]2)[O:4][CH2:3][CH2:2]1.[I:22][C:23]1[CH:24]=[N:25][NH:26][CH:27]=1.C(=O)([O-])[O-].[Cs+].[Cs+], predict the reaction product. The product is: [O:4]1[C:5]2([CH2:6][CH2:7][CH:8]([N:25]3[CH:24]=[C:23]([I:22])[CH:27]=[N:26]3)[CH2:9][CH2:10]2)[O:1][CH2:2][CH2:3]1. (4) Given the reactants [F:1][C:2]1[CH:3]=[CH:4][C:5]2[O:9][CH:8]([C:10]([N:12]3[CH2:17][CH2:16][NH:15][CH2:14][CH2:13]3)=[O:11])[CH2:7][C:6]=2[CH:18]=1.CCN=C=NCCCN(C)C.Cl.C1C=CC2N(O)N=NC=2C=1.C(N(CC)CC)C.[N+:48]([C:51]1[CH:56]=[CH:55][C:54]([NH:57][CH:58]2[CH2:63][CH2:62][CH:61]([O:64][CH2:65][C:66](O)=[O:67])[CH2:60][CH2:59]2)=[CH:53][C:52]=1[C:69]([F:72])([F:71])[F:70])([O-:50])=[O:49], predict the reaction product. The product is: [F:1][C:2]1[CH:3]=[CH:4][C:5]2[O:9][CH:8]([C:10]([N:12]3[CH2:13][CH2:14][N:15]([C:66](=[O:67])[CH2:65][O:64][CH:61]4[CH2:62][CH2:63][CH:58]([NH:57][C:54]5[CH:55]=[CH:56][C:51]([N+:48]([O-:50])=[O:49])=[C:52]([C:69]([F:71])([F:70])[F:72])[CH:53]=5)[CH2:59][CH2:60]4)[CH2:16][CH2:17]3)=[O:11])[CH2:7][C:6]=2[CH:18]=1. (5) Given the reactants [C:1]1([C:7]2[N:12]=[CH:11][C:10]([NH:13][C:14](=[O:19])[CH2:15][C:16]([OH:18])=O)=[CH:9][CH:8]=2)[CH:6]=[CH:5][CH:4]=[CH:3][CH:2]=1.CCN(C(C)C)C(C)C.[CH:29]1[CH:30]=[CH:31]C2N(O)N=[N:35][C:33]=2[CH:34]=1.CCN=C=NCCCN(C)C.Cl.Cl.[F:52][C:53]([F:69])([F:68])[C:54]1[CH:59]=[CH:58][CH:57]=[CH:56][C:55]=1[S:60]NC1CCNCC1, predict the reaction product. The product is: [O:18]=[C:16]([N:35]1[CH2:31][CH2:30][CH:29]([S:60][C:55]2[CH:56]=[CH:57][CH:58]=[CH:59][C:54]=2[C:53]([F:52])([F:68])[F:69])[CH2:34][CH2:33]1)[CH2:15][C:14]([NH:13][C:10]1[CH:11]=[N:12][C:7]([C:1]2[CH:2]=[CH:3][CH:4]=[CH:5][CH:6]=2)=[CH:8][CH:9]=1)=[O:19]. (6) Given the reactants C(OC(=O)C)(=O)C.I([O-])(=O)(=O)=O.[Na+].[I:14]I.S(=O)(=O)(O)O.[Br:21][C:22]1[CH:27]=[CH:26][C:25]([CH3:28])=[CH:24][CH:23]=1, predict the reaction product. The product is: [CH3:28][C:25]1[CH:26]=[CH:27][C:22]([Br:21])=[CH:23][C:24]=1[I:14]. (7) Given the reactants Br[CH:2]1[CH2:7][CH2:6][N:5]([C:8]([O:10][C:11]([CH3:14])([CH3:13])[CH3:12])=[O:9])[CH2:4][CH2:3]1.[CH3:15][S-:16].[Na+].[OH2:18].CN(C)C=[O:22], predict the reaction product. The product is: [CH3:15][S:16]([CH:2]1[CH2:7][CH2:6][N:5]([C:8]([O:10][C:11]([CH3:14])([CH3:13])[CH3:12])=[O:9])[CH2:4][CH2:3]1)(=[O:22])=[O:18].